Task: Predict the reactants needed to synthesize the given product.. Dataset: Full USPTO retrosynthesis dataset with 1.9M reactions from patents (1976-2016) Given the product [CH3:21][N:20]1[C:16]([C:11]2[C:10]([CH2:9][OH:8])=[CH:15][CH:14]=[CH:13][N:12]=2)=[CH:17][CH:18]=[N:19]1.[CH3:42][N:39]1[CH:40]=[CH:41][C:37]([C:32]2[CH:31]=[CH:36][C:35]([CH2:9][OH:8])=[CH:34][N:33]=2)=[N:38]1, predict the reactants needed to synthesize it. The reactants are: [Si]([O:8][CH2:9][C:10]1[C:11]([C:16]2[N:20]([CH3:21])[N:19]=[CH:18][CH:17]=2)=[N:12][CH:13]=[CH:14][CH:15]=1)(C(C)(C)C)(C)C.[Si](OC[C:31]1[C:32]([C:37]2[CH:41]=[CH:40][N:39]([CH3:42])[N:38]=2)=[N:33][CH:34]=[CH:35][CH:36]=1)(C(C)(C)C)(C)C.Cl.